This data is from Forward reaction prediction with 1.9M reactions from USPTO patents (1976-2016). The task is: Predict the product of the given reaction. (1) Given the reactants Cl[C:2]1[N:6]=[C:5]([CH:7]2[CH2:12][CH:11]([C:13]3[CH:18]=[CH:17][C:16]([C:19]([F:22])([F:21])[F:20])=[CH:15][CH:14]=3)[CH2:10][N:9]([C:23]([N:25]3[CH2:30][CH2:29][O:28][CH2:27][CH2:26]3)=[O:24])[CH2:8]2)[O:4][N:3]=1.[CH3:31][O:32][CH2:33][CH2:34][NH2:35], predict the reaction product. The product is: [CH3:31][O:32][CH2:33][CH2:34][NH:35][C:2]1[N:6]=[C:5]([CH:7]2[CH2:12][CH:11]([C:13]3[CH:18]=[CH:17][C:16]([C:19]([F:22])([F:21])[F:20])=[CH:15][CH:14]=3)[CH2:10][N:9]([C:23]([N:25]3[CH2:30][CH2:29][O:28][CH2:27][CH2:26]3)=[O:24])[CH2:8]2)[O:4][N:3]=1. (2) Given the reactants [NH2:1][C:2]1[CH:10]=[C:9]([O:11][CH3:12])[CH:8]=[C:7]([O:13][CH3:14])[C:3]=1[C:4]([NH2:6])=[O:5].[Br:15][C:16]1[N:21]=[C:20]([CH:22]=O)[CH:19]=[CH:18][C:17]=1[O:24][CH3:25].OS([O-])=O.[Na+].O.C1(C)C=CC(S(O)(=O)=O)=CC=1, predict the reaction product. The product is: [Br:15][C:16]1[N:21]=[C:20]([C:22]2[NH:6][C:4](=[O:5])[C:3]3[C:2](=[CH:10][C:9]([O:11][CH3:12])=[CH:8][C:7]=3[O:13][CH3:14])[N:1]=2)[CH:19]=[CH:18][C:17]=1[O:24][CH3:25]. (3) Given the reactants [CH3:1][O:2][CH2:3][CH2:4][O:5][C:6]1[CH:11]=[CH:10][N:9]2[C:12]([C:15]([O:17]CC)=[O:16])=[CH:13][N:14]=[C:8]2[CH:7]=1.O1CCCC1.O.[OH-].[Li+].Cl, predict the reaction product. The product is: [CH3:1][O:2][CH2:3][CH2:4][O:5][C:6]1[CH:11]=[CH:10][N:9]2[C:12]([C:15]([OH:17])=[O:16])=[CH:13][N:14]=[C:8]2[CH:7]=1. (4) Given the reactants [C:1]([O:5][C:6]([NH:8][C@@H:9]([CH2:13][C:14]1[CH:19]=[CH:18][CH:17]=[CH:16][C:15]=1[C:20]#[N:21])[C:10](O)=[O:11])=[O:7])([CH3:4])([CH3:3])[CH3:2].N1C=CC=CC=1.N1C(F)=NC(F)=NC=1[F:30], predict the reaction product. The product is: [C:1]([O:5][C:6](=[O:7])[NH:8][C@H:9]([C:10]([F:30])=[O:11])[CH2:13][C:14]1[CH:19]=[CH:18][CH:17]=[CH:16][C:15]=1[C:20]#[N:21])([CH3:4])([CH3:3])[CH3:2]. (5) Given the reactants Cl[C:2]1[CH:7]=[C:6]([C:8]2[O:12][CH:11]=[N:10][CH:9]=2)[CH:5]=[C:4]([Cl:13])[N:3]=1.[F:14][C:15]1[CH:20]=[CH:19][C:18]([C@@H:21]([NH2:23])[CH3:22])=[CH:17][CH:16]=1.C1(P(C2C=CC=CC=2)C2C=CC3C(=CC=CC=3)C=2C2C3C(=CC=CC=3)C=CC=2P(C2C=CC=CC=2)C2C=CC=CC=2)C=CC=CC=1.C(=O)([O-])[O-].[Cs+].[Cs+], predict the reaction product. The product is: [Cl:13][C:4]1[N:3]=[C:2]([NH:23][C@H:21]([C:18]2[CH:19]=[CH:20][C:15]([F:14])=[CH:16][CH:17]=2)[CH3:22])[CH:7]=[C:6]([C:8]2[O:12][CH:11]=[N:10][CH:9]=2)[CH:5]=1.